Dataset: Reaction yield outcomes from USPTO patents with 853,638 reactions. Task: Predict the reaction yield, written as a fraction of the theoretical maximum amount of product (1.0 means a 100% yield; for example, 0.34 means a 34% yield). (1) The reactants are [C:1]([N:4]1[CH2:9][CH2:8][CH:7]([N:10]2[C:21]3=[C:22]4[C:16](=[C:17]5[N:26]([CH3:27])[CH:25]=[CH:24][C:23]([NH2:28])=[C:18]5[CH:19]=[CH:20]3)[C:15](=[O:29])[NH:14][C:13]4=[CH:12][CH2:11]2)[CH2:6][CH2:5]1)(=[O:3])[CH3:2].[CH3:30][C:31]1[S:32][C:33]([CH2:36][C:37](O)=[O:38])=[CH:34][N:35]=1.CN(C(ON1N=NC2C=CC=NC1=2)=[N+](C)C)C.F[P-](F)(F)(F)(F)F.C(N(C(C)C)C(C)C)C. The catalyst is CN(C)C(=O)C. The product is [C:1]([N:4]1[CH2:9][CH2:8][CH:7]([N:10]2[C:21]3=[C:22]4[C:16](=[C:17]5[N:26]([CH3:27])[CH:25]=[CH:24][C:23]([NH:28][C:37](=[O:38])[CH2:36][C:33]6[S:32][C:31]([CH3:30])=[N:35][CH:34]=6)=[C:18]5[CH:19]=[CH:20]3)[C:15](=[O:29])[NH:14][C:13]4=[CH:12][CH2:11]2)[CH2:6][CH2:5]1)(=[O:3])[CH3:2]. The yield is 0.780. (2) The reactants are [CH:1]1(/[CH:7]=[CH:8]/[C:9]([OH:11])=O)[CH2:6][CH2:5][CH:4]=[CH:3][CH2:2]1.ClC(OCC)=O.C(N(CC)CC)C.[CH:25]1([NH2:28])[CH2:27][CH2:26]1.[Cl-].[Na+]. No catalyst specified. The product is [CH:25]1([NH:28][C:9](=[O:11])/[CH:8]=[CH:7]/[CH:1]2[CH2:6][CH2:5][CH:4]=[CH:3][CH2:2]2)[CH2:27][CH2:26]1. The yield is 0.690. (3) The reactants are [CH3:1][O:2][CH2:3][CH2:4][NH2:5].C([O-])([O-])=O.[K+].[K+].Br[CH2:13][CH:14]([O:17][CH3:18])[O:15][CH3:16]. The catalyst is CN(C=O)C.C(OCC)(=O)C. The product is [CH3:16][O:15][CH:14]([O:17][CH3:18])[CH2:13][NH:5][CH2:4][CH2:3][O:2][CH3:1]. The yield is 0.910. (4) The reactants are BrC1C=C2C(=CC=1[S:11]([NH2:14])(=[O:13])=[O:12])N(C(=O)C1C=CC(Cl)=C(Cl)C=1)CC2.[Cl:25][C:26]1[CH:27]=[C:28]([CH:44]=[CH:45][C:46]=1[Cl:47])[C:29]([N:31]1[C:39]2[C:34](=[CH:35][CH:36]=[CH:37][CH:38]=2)[CH2:33][CH:32]1[C:40]([O:42][CH3:43])=[O:41])=[O:30]. No catalyst specified. The product is [Cl:25][C:26]1[CH:27]=[C:28]([CH:44]=[CH:45][C:46]=1[Cl:47])[C:29]([N:31]1[C:39]2[C:34](=[CH:35][C:36]([S:11](=[O:13])(=[O:12])[NH2:14])=[CH:37][CH:38]=2)[CH2:33][CH:32]1[C:40]([O:42][CH3:43])=[O:41])=[O:30]. The yield is 0.140. (5) The reactants are CC(O)=O.[C:5]([O:8][C@@H:9]1[C@@H:14]([O:15][C:16](=[O:18])[CH3:17])[C@H:13]([O:19][C:20](=[O:22])[CH3:21])[CH2:12][O:11][C@H:10]1[CH2:23][CH2:24][CH2:25][CH2:26][O:27][C:28]1[CH:33]=[C:32]([CH3:34])[C:31]([NH:35][C:36]([CH:38]2[C:43]([CH3:45])([CH3:44])[CH2:42][O:41]C(C)(C)[O:39]2)=[O:37])=[C:30]([CH3:48])[CH:29]=1)(=[O:7])[CH3:6]. The catalyst is O. The product is [OH:39][CH:38]([C:43]([CH3:45])([CH3:44])[CH2:42][OH:41])[C:36]([NH:35][C:31]1[C:30]([CH3:48])=[CH:29][C:28]([O:27][CH2:26][CH2:25][CH2:24][CH2:23][C@@H:10]2[O:11][CH2:12][C@@H:13]([O:19][C:20](=[O:22])[CH3:21])[C@H:14]([O:15][C:16](=[O:18])[CH3:17])[C@H:9]2[O:8][C:5](=[O:7])[CH3:6])=[CH:33][C:32]=1[CH3:34])=[O:37]. The yield is 0.960. (6) The reactants are CN(C)C=O.Cl[CH2:7][CH2:8][O:9][C:10]1[CH:19]=[C:18]2[C:13]([C:14]([O:20][C:21]3[C:22]([CH3:31])=[N:23][C:24]4[C:29]([CH:30]=3)=[CH:28][CH:27]=[CH:26][CH:25]=4)=[CH:15][CH:16]=[N:17]2)=[CH:12][C:11]=1[O:32][CH3:33].C(=O)([O-])[O-].[K+].[K+].[NH:40]1[CH2:45][CH2:44][CH2:43][CH2:42][CH2:41]1. The catalyst is O. The product is [CH3:33][O:32][C:11]1[CH:12]=[C:13]2[C:18](=[CH:19][C:10]=1[O:9][CH2:8][CH2:7][N:40]1[CH2:45][CH2:44][CH2:43][CH2:42][CH2:41]1)[N:17]=[CH:16][CH:15]=[C:14]2[O:20][C:21]1[C:22]([CH3:31])=[N:23][C:24]2[C:29]([CH:30]=1)=[CH:28][CH:27]=[CH:26][CH:25]=2. The yield is 0.890. (7) The reactants are [C:1]([C:3]1[CH:11]=[CH:10][C:6]([C:7]([OH:9])=[O:8])=[CH:5][CH:4]=1)#[N:2].S(=O)(=O)(O)O.[CH2:17](O)[CH3:18]. No catalyst specified. The product is [C:1]([C:3]1[CH:11]=[CH:10][C:6]([C:7]([O:9][CH2:17][CH3:18])=[O:8])=[CH:5][CH:4]=1)#[N:2]. The yield is 0.0300. (8) The reactants are [F:1][C:2]1[N:7]=[C:6]([NH2:8])[CH:5]=[CH:4][CH:3]=1.Cl[CH:10](Cl)[C:11]([CH2:13]Cl)=O.C[O:17]CCOC. No catalyst specified. The product is [F:1][C:2]1[N:7]2[CH:10]=[C:11]([CH:13]=[O:17])[N:8]=[C:6]2[CH:5]=[CH:4][CH:3]=1. The yield is 0.340. (9) The reactants are [CH3:1][O:2][C:3]([C:5]1[S:6][C:7]2[CH2:8][CH2:9][O:10][C:11]3[CH:18]=[CH:17][C:16]([Br:19])=[CH:15][C:12]=3[C:13]=2[N:14]=1)=[O:4].CC(N=NC(C#N)(C)C)(C#N)C.C1C(=O)N([Br:39])C(=O)C1. The catalyst is C(Cl)(Cl)(Cl)Cl. The product is [CH3:1][O:2][C:3]([C:5]1[S:6][C:7]2[CH:8]([Br:39])[CH2:9][O:10][C:11]3[CH:18]=[CH:17][C:16]([Br:19])=[CH:15][C:12]=3[C:13]=2[N:14]=1)=[O:4]. The yield is 0.940. (10) The reactants are ClCCl.[F:4][CH:5]([F:35])[O:6][C:7]1[CH:12]=[CH:11][C:10]([C:13]2[N:22](COCC[Si](C)(C)C)[C:16]3[CH:17]=[N:18][NH:19][C:20](=[O:21])[C:15]=3[CH:14]=2)=[CH:9][C:8]=1[O:31][CH:32]([CH3:34])[CH3:33].N. The catalyst is CO. The product is [F:35][CH:5]([F:4])[O:6][C:7]1[CH:12]=[CH:11][C:10]([C:13]2[NH:22][C:16]3[CH:17]=[N:18][NH:19][C:20](=[O:21])[C:15]=3[CH:14]=2)=[CH:9][C:8]=1[O:31][CH:32]([CH3:33])[CH3:34]. The yield is 0.420.